Dataset: Full USPTO retrosynthesis dataset with 1.9M reactions from patents (1976-2016). Task: Predict the reactants needed to synthesize the given product. (1) Given the product [C:1]([O:5][C:6](=[O:25])[NH:7][CH2:8][C:9]1[CH:14]=[CH:13][C:12]([C:15]2[N:19]3[CH:20]=[CH:21][C:22]([C:30]4[CH:29]=[N:28][C:27]([F:26])=[CH:32][CH:31]=4)=[CH:23][C:18]3=[N:17][CH:16]=2)=[CH:11][CH:10]=1)([CH3:4])([CH3:3])[CH3:2], predict the reactants needed to synthesize it. The reactants are: [C:1]([O:5][C:6](=[O:25])[NH:7][CH2:8][C:9]1[CH:14]=[CH:13][C:12]([C:15]2[N:19]3[CH:20]=[CH:21][C:22](Cl)=[CH:23][C:18]3=[N:17][CH:16]=2)=[CH:11][CH:10]=1)([CH3:4])([CH3:3])[CH3:2].[F:26][C:27]1[CH:32]=[CH:31][C:30](B(O)O)=[CH:29][N:28]=1.[O-]P([O-])([O-])=O.[K+].[K+].[K+].COC1C=CC=C(OC)C=1C1C=CC=CC=1P(C1CCCCC1)C1CCCCC1. (2) Given the product [CH3:1][O:2][C:3](=[O:4])[CH:5]=[CH:30][C:29]1[CH:32]=[CH:33][C:26]([Br:25])=[CH:27][C:28]=1[C:34]([F:37])([F:36])[F:35], predict the reactants needed to synthesize it. The reactants are: [CH3:1][O:2][C:3]([CH:5]=P(C1C=CC=CC=1)(C1C=CC=CC=1)C1C=CC=CC=1)=[O:4].[Br:25][C:26]1[CH:33]=[CH:32][C:29]([CH:30]=O)=[C:28]([C:34]([F:37])([F:36])[F:35])[CH:27]=1.CCOCC. (3) Given the product [CH3:23][O:24][C:25]1[CH:26]=[C:27]([C:10]2[C:3]([CH2:1][CH3:2])=[N:4][CH:5]=[C:6]([C:9]=2[NH:12][C:13]2[C:14]([CH3:22])=[C:15]3[C:19](=[CH:20][CH:21]=2)[NH:18][CH:17]=[CH:16]3)[C:7]#[N:8])[CH:28]=[CH:29][C:30]=1[O:31][CH3:32], predict the reactants needed to synthesize it. The reactants are: [CH2:1]([C:3]1[C:10](I)=[C:9]([NH:12][C:13]2[C:14]([CH3:22])=[C:15]3[C:19](=[CH:20][CH:21]=2)[NH:18][CH:17]=[CH:16]3)[C:6]([C:7]#[N:8])=[CH:5][N:4]=1)[CH3:2].[CH3:23][O:24][C:25]1[CH:26]=[C:27](B(O)O)[CH:28]=[CH:29][C:30]=1[O:31][CH3:32].C(=O)(O)[O-].[Na+]. (4) Given the product [CH2:28]([O:27][C:24]1[CH:25]=[CH:26][C:21]([O:20][CH2:19][C:18](=[O:38])[CH2:17][N:13]2[C:14]3[C:10](=[CH:9][C:8]([C:6]([OH:7])=[O:5])=[CH:16][CH:15]=3)[CH:11]=[CH:12]2)=[CH:22][CH:23]=1)[CH2:29][CH2:30][CH2:31][CH2:32][CH2:33][CH2:34][CH2:35][CH2:36][CH3:37], predict the reactants needed to synthesize it. The reactants are: C([O:5][C:6]([C:8]1[CH:9]=[C:10]2[C:14](=[CH:15][CH:16]=1)[N:13]([CH2:17][C:18](=[O:38])[CH2:19][O:20][C:21]1[CH:26]=[CH:25][C:24]([O:27][CH2:28][CH2:29][CH2:30][CH2:31][CH2:32][CH2:33][CH2:34][CH2:35][CH2:36][CH3:37])=[CH:23][CH:22]=1)[CH:12]=[CH:11]2)=[O:7])(C)(C)C.FC(F)(F)C(O)=O. (5) Given the product [NH4+:5].[OH-:34].[CH3:2][C:3]1[C:11]2[C:6](=[CH:7][CH:8]=[CH:9][CH:10]=2)[N:5]([C:33]([C:32]2[CH:31]=[C:30]([CH:38]=[CH:37][CH:36]=2)[C:28]#[N:29])=[O:34])[C:4]=1[C:12]1[CH:13]=[N:14][CH:15]=[CH:16][CH:17]=1, predict the reactants needed to synthesize it. The reactants are: Cl.[CH3:2][C:3]1[C:11]2[C:6](=[CH:7][CH:8]=[CH:9][CH:10]=2)[NH:5][C:4]=1[C:12]1[CH:13]=[N:14][CH:15]=[CH:16][CH:17]=1.C[Si]([N-][Si](C)(C)C)(C)C.[K+].[C:28]([C:30]1[CH:31]=[C:32]([CH:36]=[CH:37][CH:38]=1)[C:33](Cl)=[O:34])#[N:29].